Dataset: Full USPTO retrosynthesis dataset with 1.9M reactions from patents (1976-2016). Task: Predict the reactants needed to synthesize the given product. The reactants are: [CH2:1]([NH:6][C:7]1[CH:15]=[CH:14][CH:13]=[C:9]([C:10]([OH:12])=O)[C:8]=1[C:16]([OH:18])=O)[CH2:2][CH2:3][CH2:4][CH3:5].Cl.[NH2:20][CH:21]1[CH2:26][CH2:25][C:24](=[O:27])[NH:23][C:22]1=[O:28]. Given the product [O:28]=[C:22]1[CH:21]([N:20]2[C:16](=[O:18])[C:8]3[C:9](=[CH:13][CH:14]=[CH:15][C:7]=3[NH:6][CH2:1][CH2:2][CH2:3][CH2:4][CH3:5])[C:10]2=[O:12])[CH2:26][CH2:25][C:24](=[O:27])[NH:23]1, predict the reactants needed to synthesize it.